Dataset: Forward reaction prediction with 1.9M reactions from USPTO patents (1976-2016). Task: Predict the product of the given reaction. Given the reactants [O-:1][W:2]([O-])(=[O:4])=[O:3].[Na+].[Na+].[P:8](=[O:12])([OH:11])([OH:10])[OH:9].S(=O)(=O)(O)O.OO, predict the reaction product. The product is: [OH2:1].[OH:10][P:8]([OH:12])([OH:11])=[O:9].[O:1]=[W:2](=[O:4])=[O:3].[O:1]=[W:2](=[O:4])=[O:3].[O:1]=[W:2](=[O:4])=[O:3].[O:1]=[W:2](=[O:4])=[O:3].[O:1]=[W:2](=[O:4])=[O:3].[O:1]=[W:2](=[O:4])=[O:3].[O:1]=[W:2](=[O:4])=[O:3].[O:1]=[W:2](=[O:4])=[O:3].[O:1]=[W:2](=[O:4])=[O:3].[O:1]=[W:2](=[O:4])=[O:3].[O:1]=[W:2](=[O:4])=[O:3].[O:1]=[W:2](=[O:4])=[O:3].